From a dataset of Merck oncology drug combination screen with 23,052 pairs across 39 cell lines. Regression. Given two drug SMILES strings and cell line genomic features, predict the synergy score measuring deviation from expected non-interaction effect. (1) Drug 1: O=C(CCCCCCC(=O)Nc1ccccc1)NO. Drug 2: CC1(c2nc3c(C(N)=O)cccc3[nH]2)CCCN1. Cell line: A427. Synergy scores: synergy=-58.5. (2) Drug 1: COC1CC2CCC(C)C(O)(O2)C(=O)C(=O)N2CCCCC2C(=O)OC(C(C)CC2CCC(OP(C)(C)=O)C(OC)C2)CC(=O)C(C)C=C(C)C(O)C(OC)C(=O)C(C)CC(C)C=CC=CC=C1C. Drug 2: CNC(=O)c1cc(Oc2ccc(NC(=O)Nc3ccc(Cl)c(C(F)(F)F)c3)cc2)ccn1. Cell line: A2058. Synergy scores: synergy=16.4.